From a dataset of Full USPTO retrosynthesis dataset with 1.9M reactions from patents (1976-2016). Predict the reactants needed to synthesize the given product. Given the product [C:1]([C:4]1[C:5]([CH3:17])=[C:6]2[C:11](=[C:12]([CH3:14])[CH:13]=1)[S:20](=[O:23])(=[O:21])[CH2:9][CH2:8][CH:7]2[CH2:15][CH3:16])(=[O:3])[CH3:2], predict the reactants needed to synthesize it. The reactants are: [C:1]([C:4]1[C:5]([CH3:17])=[C:6]2[C:11](=[C:12]([CH3:14])[CH:13]=1)S[CH2:9][CH2:8][CH:7]2[CH2:15][CH3:16])(=[O:3])[CH3:2].OO.[S:20]([O-:23])(O)=[O:21].[Na+].